Dataset: Reaction yield outcomes from USPTO patents with 853,638 reactions. Task: Predict the reaction yield, written as a fraction of the theoretical maximum amount of product (1.0 means a 100% yield; for example, 0.34 means a 34% yield). (1) The reactants are C(OC([N:8]1[CH2:12][CH2:11][CH2:10][C@H:9]1[C:13]1[NH:17][C:16]2[CH:18]=[C:19]([C:22]3[C:23]4[S:29][CH:28]=[C:27]([C:30]5[CH:35]=[CH:34][C:33]([C:36]6[N:37]=[C:38]([C@@H:41]7[CH2:45][CH2:44][CH2:43][N:42]7[C:46](=[O:56])[C@@H:47]([NH:51][C:52]([O:54][CH3:55])=[O:53])[CH:48]([CH3:50])[CH3:49])[NH:39][CH:40]=6)=[CH:32][CH:31]=5)[C:24]=4[S:25][CH:26]=3)[CH:20]=[CH:21][C:15]=2[N:14]=1)=O)(C)(C)C.[ClH:57]. The catalyst is CO.O1CCOCC1. The product is [ClH:57].[CH3:55][O:54][C:52](=[O:53])[NH:51][C@H:47]([C:46]([N:42]1[CH2:43][CH2:44][CH2:45][C@H:41]1[C:38]1[NH:37][C:36]([C:33]2[CH:32]=[CH:31][C:30]([C:27]3[C:24]4[S:25][CH:26]=[C:22]([C:19]5[CH:20]=[CH:21][C:15]6[N:14]=[C:13]([C@@H:9]7[CH2:10][CH2:11][CH2:12][NH:8]7)[NH:17][C:16]=6[CH:18]=5)[C:23]=4[S:29][CH:28]=3)=[CH:35][CH:34]=2)=[CH:40][N:39]=1)=[O:56])[CH:48]([CH3:50])[CH3:49]. The yield is 0.970. (2) The reactants are [F:1][C:2]1[CH:3]=[N:4][C:5]([C@@H:8]([NH:10][C:11](=[O:13])C)[CH3:9])=[N:6][CH:7]=1.[C:14]([O:18]C(OC([O:18][C:14]([CH3:17])([CH3:16])[CH3:15])=O)=O)([CH3:17])([CH3:16])[CH3:15].O.[OH-].[Li+].O. The catalyst is CN(C1C=CN=CC=1)C.C1COCC1.CCOCC. The product is [F:1][C:2]1[CH:3]=[N:4][C:5]([C@@H:8]([NH:10][C:11](=[O:13])[O:18][C:14]([CH3:17])([CH3:16])[CH3:15])[CH3:9])=[N:6][CH:7]=1. The yield is 0.800. (3) The product is [Br:5][C:6]1[CH:7]=[C:8]2[C:9]([CH2:12][CH2:13][C:14]2=[O:16])=[CH:10][CH:11]=1. The reactants are S(Cl)(Cl)=O.[Br:5][C:6]1[CH:11]=[CH:10][C:9]([CH2:12][CH2:13][C:14]([OH:16])=O)=[CH:8][CH:7]=1.[Cl-].[Al+3].[Cl-].[Cl-]. The yield is 0.970. The catalyst is ClCCl. (4) The reactants are [NH:1]1[CH:5]=[N:4][C:3]([NH2:6])=[N:2]1.O=[C:8]1[CH2:11][CH:10]([C:12]([O:14][CH2:15][CH2:16][CH3:17])=[O:13])[CH2:9]1.C([BH3-])#N.[Na+].O. The catalyst is C(O)(=O)C. The product is [N:1]1[N:2]=[C:3]([NH:6][CH:8]2[CH2:11][CH:10]([C:12]([O:14][CH2:15][CH2:16][CH3:17])=[O:13])[CH2:9]2)[NH:4][CH:5]=1. The yield is 0.490. (5) The reactants are [CH3:1][C:2]1[CH:7]=[C:6]([CH3:8])[N:5]=[C:4]([NH:9][C:10]2[CH:15]=[CH:14][C:13]([CH2:16][CH2:17]C(O)=O)=[CH:12][CH:11]=2)[C:3]=1[N+:21]([O-:23])=[O:22].C1(P(N=[N+]=[N-])(C2C=CC=CC=2)=[O:31])C=CC=CC=1.C([N:43]([CH2:46]C)CC)C.[C:48]1([OH:54])[CH:53]=[CH:52][CH:51]=[CH:50][CH:49]=1. The catalyst is O1CCOCC1. The product is [CH3:1][C:2]1[CH:7]=[C:6]([CH3:8])[N:5]=[C:4]([NH:9][C:10]2[CH:11]=[CH:12][C:13]([CH2:16][CH2:17][NH:43][C:46](=[O:31])[O:54][C:48]3[CH:53]=[CH:52][CH:51]=[CH:50][CH:49]=3)=[CH:14][CH:15]=2)[C:3]=1[N+:21]([O-:23])=[O:22]. The yield is 0.770. (6) The catalyst is C(Cl)Cl.O=[Mn]=O. The reactants are [OH:1][CH2:2][C:3]1[N:4]([C:15]2[CH:20]=[CH:19][CH:18]=[CH:17][C:16]=2[CH3:21])[C:5](=[O:14])[C:6]2[C:11]([CH:12]=1)=[CH:10][CH:9]=[CH:8][C:7]=2[CH3:13]. The yield is 0.900. The product is [CH3:13][C:7]1[CH:8]=[CH:9][CH:10]=[C:11]2[C:6]=1[C:5](=[O:14])[N:4]([C:15]1[CH:20]=[CH:19][CH:18]=[CH:17][C:16]=1[CH3:21])[C:3]([CH:2]=[O:1])=[CH:12]2.